From a dataset of Reaction yield outcomes from USPTO patents with 853,638 reactions. Predict the reaction yield, written as a fraction of the theoretical maximum amount of product (1.0 means a 100% yield; for example, 0.34 means a 34% yield). (1) The reactants are [CH3:1][C:2]1[C:6]([C:7]2[C:8]([C:15]3[CH:20]=[CH:19][C:18]([O:21]C)=[CH:17][CH:16]=3)=[N:9][N:10]([CH3:14])[C:11]=2[CH:12]=[O:13])=[C:5]([CH3:23])[O:4][N:3]=1.[Li+].[BH4-].S(C)C. The catalyst is C(OCC)C. The product is [CH3:1][C:2]1[C:6]([C:7]2[C:8]([C:15]3[CH:20]=[CH:19][C:18]([OH:21])=[CH:17][CH:16]=3)=[N:9][N:10]([CH3:14])[C:11]=2[CH2:12][OH:13])=[C:5]([CH3:23])[O:4][N:3]=1. The yield is 0.710. (2) The reactants are [Cl-].O[NH3+:3].[C:4](=[O:7])([O-])[OH:5].[Na+].CS(C)=O.[CH2:13]([C:15]([OH:55])([CH2:53][CH3:54])[CH2:16][O:17][C@H:18]1[CH2:23][CH2:22][C@H:21]([N:24]2[C:29](=[O:30])[C:28]([CH2:31][C:32]3[CH:37]=[CH:36][C:35]([C:38]4[C:39]([C:44]#[N:45])=[CH:40][CH:41]=[CH:42][CH:43]=4)=[CH:34][CH:33]=3)=[C:27]([CH2:46][CH2:47][CH3:48])[N:26]3[N:49]=[C:50]([CH3:52])[N:51]=[C:25]23)[CH2:20][CH2:19]1)[CH3:14]. The catalyst is C(OCC)(=O)C. The product is [CH2:13]([C:15]([OH:55])([CH2:53][CH3:54])[CH2:16][O:17][C@H:18]1[CH2:23][CH2:22][C@H:21]([N:24]2[C:29](=[O:30])[C:28]([CH2:31][C:32]3[CH:33]=[CH:34][C:35]([C:38]4[CH:43]=[CH:42][CH:41]=[CH:40][C:39]=4[C:44]4[NH:3][C:4](=[O:7])[O:5][N:45]=4)=[CH:36][CH:37]=3)=[C:27]([CH2:46][CH2:47][CH3:48])[N:26]3[N:49]=[C:50]([CH3:52])[N:51]=[C:25]23)[CH2:20][CH2:19]1)[CH3:14]. The yield is 0.480. (3) The reactants are [N:1]1[CH:6]=[CH:5][C:4]([C:7](=O)[CH2:8][C:9](=O)[C:10]([F:13])([F:12])[F:11])=[CH:3][CH:2]=1.C(C1C=CN=CC=1)(=O)C.[NH2:25][C:26]1[C:30]([C:31]#[N:32])=[CH:29][NH:28][N:27]=1. No catalyst specified. The product is [N:1]1[CH:6]=[CH:5][C:4]([C:7]2[CH:8]=[C:9]([C:10]([F:13])([F:12])[F:11])[N:27]3[N:28]=[CH:29][C:30]([C:31]#[N:32])=[C:26]3[N:25]=2)=[CH:3][CH:2]=1. The yield is 0.380.